Dataset: Reaction yield outcomes from USPTO patents with 853,638 reactions. Task: Predict the reaction yield, written as a fraction of the theoretical maximum amount of product (1.0 means a 100% yield; for example, 0.34 means a 34% yield). (1) The reactants are CC([O-])(C)C.[K+].CC1C=CC(S([CH2:17][N+:18]#[C-])(=O)=O)=CC=1.[Cl:20][C:21]1[CH:22]=[C:23]([CH:26]=[CH:27][C:28]=1[O:29][CH3:30])[CH:24]=O.CO. The catalyst is C1COCC1.O. The product is [Cl:20][C:21]1[CH:22]=[C:23]([CH2:24][C:17]#[N:18])[CH:26]=[CH:27][C:28]=1[O:29][CH3:30]. The yield is 0.830. (2) The reactants are [CH2:1]([C:9]1[CH:29]=[CH:28][C:12]([CH2:13][N:14]2[CH2:18][CH2:17][N:16]([CH2:19][C:20]([O:22]C(C)(C)C)=[O:21])[C:15]2=[O:27])=[CH:11][CH:10]=1)[CH2:2][CH2:3][CH2:4][CH2:5][CH2:6][CH2:7][CH3:8].C(C1C=CC(N2CCN(CC(OC(C)(C)C)=O)CC2)=CC=1)CCCCCCC. No catalyst specified. The product is [CH2:1]([C:9]1[CH:29]=[CH:28][C:12]([CH2:13][N:14]2[CH2:18][CH2:17][N:16]([CH2:19][C:20]([OH:22])=[O:21])[C:15]2=[O:27])=[CH:11][CH:10]=1)[CH2:2][CH2:3][CH2:4][CH2:5][CH2:6][CH2:7][CH3:8]. The yield is 0.460. (3) The reactants are Br[C:2]1[CH:3]=[CH:4][C:5]2[C:14]3[CH2:13][CH2:12][N:11]([C:15]([O:17][C:18]([CH3:21])([CH3:20])[CH3:19])=[O:16])[CH2:10][CH2:9][C:8]=3[N:7]([CH3:22])[C:6]=2[N:23]=1.[F:24][C:25]1[CH:26]=[CH:27][C:28]([CH2:31][O:32][C:33]2[CH:38]=[N:37][NH:36][C:35](=[O:39])[CH:34]=2)=[N:29][CH:30]=1.C([O-])([O-])=O.[Cs+].[Cs+].OC1C=CC=C2C=1N=CC=C2. The catalyst is CS(C)=O.[Cu](I)I. The product is [F:24][C:25]1[CH:26]=[CH:27][C:28]([CH2:31][O:32][C:33]2[CH:38]=[N:37][N:36]([C:2]3[CH:3]=[CH:4][C:5]4[C:14]5[CH2:13][CH2:12][N:11]([C:15]([O:17][C:18]([CH3:21])([CH3:20])[CH3:19])=[O:16])[CH2:10][CH2:9][C:8]=5[N:7]([CH3:22])[C:6]=4[N:23]=3)[C:35](=[O:39])[CH:34]=2)=[N:29][CH:30]=1. The yield is 0.560. (4) The reactants are [C:1]([NH:11][C@H:12]([C:17]([OH:19])=O)[C:13]([CH3:16])([CH3:15])[CH3:14])([O:3][CH2:4][C:5]1[CH:10]=[CH:9][CH:8]=[CH:7][CH:6]=1)=[O:2].C(N1C=CN=C1)(N1C=CN=C1)=O.C([Li])CCC.C(NC(C)C)(C)C.[C:44]([O:47][C:48]([CH3:51])([CH3:50])[CH3:49])(=[O:46])[CH3:45].N1C=CN=C1. The catalyst is C1COCC1. The yield is 0.440. The product is [C:48]([O:47][C:44](=[O:46])[CH2:45][C:17](=[O:19])[CH:12]([NH:11][C:1]([O:3][CH2:4][C:5]1[CH:6]=[CH:7][CH:8]=[CH:9][CH:10]=1)=[O:2])[C:13]([CH3:14])([CH3:15])[CH3:16])([CH3:51])([CH3:50])[CH3:49].